Dataset: Full USPTO retrosynthesis dataset with 1.9M reactions from patents (1976-2016). Task: Predict the reactants needed to synthesize the given product. (1) Given the product [C:42]([O:41][C:39]([N:36]1[CH2:35][CH2:34][CH:33]([C:30]2[CH:29]=[CH:28][C:27]([NH:26][C:18]3[N:17]=[C:16]([CH2:15][CH2:14][C:13]4[CH:46]=[CH:47][CH:48]=[CH:49][C:12]=4[C:8]4([C:6]([OH:7])=[O:5])[CH2:11][CH2:10][CH2:9]4)[C:21]([C:22]([F:24])([F:23])[F:25])=[CH:20][N:19]=3)=[CH:32][CH:31]=2)[CH2:38][CH2:37]1)=[O:40])([CH3:45])([CH3:43])[CH3:44], predict the reactants needed to synthesize it. The reactants are: O[Li].O.C[O:5][C:6]([C:8]1([C:12]2[CH:49]=[CH:48][CH:47]=[CH:46][C:13]=2[CH2:14][CH2:15][C:16]2[C:21]([C:22]([F:25])([F:24])[F:23])=[CH:20][N:19]=[C:18]([NH:26][C:27]3[CH:32]=[CH:31][C:30]([CH:33]4[CH2:38][CH2:37][N:36]([C:39]([O:41][C:42]([CH3:45])([CH3:44])[CH3:43])=[O:40])[CH2:35][CH2:34]4)=[CH:29][CH:28]=3)[N:17]=2)[CH2:11][CH2:10][CH2:9]1)=[O:7].O.C(Cl)Cl. (2) The reactants are: [NH2:1][C@H:2]1[CH2:6][N:5]([C:7]([O:9][C:10]([CH3:13])([CH3:12])[CH3:11])=[O:8])[C@@H:4]([CH3:14])[CH2:3]1.[Br:15][C:16]1[C:21]([F:22])=[CH:20][C:19]([Br:23])=[C:18]([F:24])[C:17]=1[S:25](Cl)(=[O:27])=[O:26].CCN(C(C)C)C(C)C. Given the product [Br:15][C:16]1[C:21]([F:22])=[CH:20][C:19]([Br:23])=[C:18]([F:24])[C:17]=1[S:25]([NH:1][C@H:2]1[CH2:6][N:5]([C:7]([O:9][C:10]([CH3:13])([CH3:12])[CH3:11])=[O:8])[C@@H:4]([CH3:14])[CH2:3]1)(=[O:27])=[O:26], predict the reactants needed to synthesize it. (3) Given the product [Br:8][C:4]1[CH:5]=[CH:6][CH:7]=[C:2]([O:17][CH2:16][CH2:15][C:9]2[CH:14]=[CH:13][CH:12]=[CH:11][CH:10]=2)[N:3]=1, predict the reactants needed to synthesize it. The reactants are: Br[C:2]1[CH:7]=[CH:6][CH:5]=[C:4]([Br:8])[N:3]=1.[C:9]1([CH2:15][CH2:16][OH:17])[CH:14]=[CH:13][CH:12]=[CH:11][CH:10]=1. (4) Given the product [F:1][C:2]1[CH:10]=[CH:9][C:8]([O:11][C:12]([F:13])([F:14])[F:15])=[CH:7][C:3]=1[C:4]#[N:5], predict the reactants needed to synthesize it. The reactants are: [F:1][C:2]1[CH:10]=[CH:9][C:8]([O:11][C:12]([F:15])([F:14])[F:13])=[CH:7][C:3]=1/[CH:4]=[N:5]/O.C(N(CC)CC)C.FC(F)(F)C(OC(=O)C(F)(F)F)=O. (5) Given the product [Si:31]([O:1][C:2]1[CH:3]=[C:4]([C:8]2([C:16]3[CH:17]=[CH:18][CH:19]=[CH:20][CH:21]=3)[CH2:12][CH:11]([CH3:13])[N:10]([CH3:14])[C:9]2=[O:15])[CH:5]=[CH:6][CH:7]=1)([C:27]([CH3:30])([CH3:29])[CH3:28])([CH3:33])[CH3:32], predict the reactants needed to synthesize it. The reactants are: [OH:1][C:2]1[CH:3]=[C:4]([C:8]2([C:16]3[CH:21]=[CH:20][CH:19]=[CH:18][CH:17]=3)[CH2:12][CH:11]([CH3:13])[N:10]([CH3:14])[C:9]2=[O:15])[CH:5]=[CH:6][CH:7]=1.N1C=CN=C1.[C:27]([Si:31](Cl)([CH3:33])[CH3:32])([CH3:30])([CH3:29])[CH3:28].